This data is from Reaction yield outcomes from USPTO patents with 853,638 reactions. The task is: Predict the reaction yield, written as a fraction of the theoretical maximum amount of product (1.0 means a 100% yield; for example, 0.34 means a 34% yield). (1) The reactants are I[C:2]1[C:10]2[C:5](=[CH:6][CH:7]=[CH:8][C:9]=2[N+:11]([O-])=O)[N:4]([CH2:14][C:15]2[C:16](=[O:22])[N:17]([CH3:21])[CH:18]=[CH:19][CH:20]=2)[N:3]=1.[NH4+].[Cl-]. The catalyst is CO.[Zn]. The product is [NH2:11][C:9]1[CH:8]=[CH:7][CH:6]=[C:5]2[C:10]=1[CH:2]=[N:3][N:4]2[CH2:14][C:15]1[C:16](=[O:22])[N:17]([CH3:21])[CH:18]=[CH:19][CH:20]=1. The yield is 0.710. (2) The reactants are [O:1]1[C:5]2[CH:6]=[CH:7][C:8]([C:10]3([C:13]([OH:15])=O)[CH2:12][CH2:11]3)=[CH:9][C:4]=2[O:3][CH2:2]1.S(Cl)(Cl)=O.C(N(CC)CC)C.[NH2:27][C:28]1[S:29][C:30]([C:33]([C:35]2[CH:40]=[CH:39][CH:38]=[CH:37][C:36]=2[Cl:41])=[O:34])=[CH:31][N:32]=1. The catalyst is O1CCOCC1.CN(C)C=O. The product is [Cl:41][C:36]1[CH:37]=[CH:38][CH:39]=[CH:40][C:35]=1[C:33]([C:30]1[S:29][C:28]([NH:27][C:13]([C:10]2([C:8]3[CH:7]=[CH:6][C:5]4[O:1][CH2:2][O:3][C:4]=4[CH:9]=3)[CH2:11][CH2:12]2)=[O:15])=[N:32][CH:31]=1)=[O:34]. The yield is 0.564. (3) The reactants are C[O:2][C:3]([C:5]1[CH:14]=[CH:13][C:12]2[C:7](=[CH:8][CH:9]=[C:10]([C:15]([C:20]3[CH:25]=[CH:24][C:23]([O:26][CH2:27][C:28](=[O:33])[C:29]([CH3:32])([CH3:31])[CH3:30])=[C:22]([CH3:34])[CH:21]=3)([CH2:18][CH3:19])[CH2:16][CH3:17])[CH:11]=2)[CH:6]=1)=[O:4].[OH-].[Na+]. The catalyst is C1COCC1.CO. The product is [CH3:32][C:29]([CH3:30])([CH3:31])[C:28](=[O:33])[CH2:27][O:26][C:23]1[CH:24]=[CH:25][C:20]([C:15]([C:10]2[CH:11]=[C:12]3[C:7](=[CH:8][CH:9]=2)[CH:6]=[C:5]([C:3]([OH:4])=[O:2])[CH:14]=[CH:13]3)([CH2:18][CH3:19])[CH2:16][CH3:17])=[CH:21][C:22]=1[CH3:34]. The yield is 0.870. (4) The reactants are [NH2:1][C:2]1[CH:7]=[CH:6][C:5]([NH:8][S:9]([CH3:12])(=[O:11])=[O:10])=[CH:4][C:3]=1[S:13]([NH2:16])(=[O:15])=[O:14].Cl[C:18](=[O:24])[CH2:19][C:20]([O:22][CH3:23])=[O:21]. The catalyst is O1CCCC1. The product is [CH3:23][O:22][C:20](=[O:21])[CH2:19][C:18]([NH:1][C:2]1[CH:7]=[CH:6][C:5]([NH:8][S:9]([CH3:12])(=[O:10])=[O:11])=[CH:4][C:3]=1[S:13](=[O:14])(=[O:15])[NH2:16])=[O:24]. The yield is 0.720. (5) The reactants are [O:1]=[C:2]1[NH:6][CH:5]([C:7]([O:9][C:10]([CH3:13])([CH3:12])[CH3:11])=[O:8])[CH2:4][CH2:3]1.[CH3:14][C:15]([O:18][C:19](O[C:19]([O:18][C:15]([CH3:17])([CH3:16])[CH3:14])=[O:20])=[O:20])([CH3:17])[CH3:16]. The catalyst is C(Cl)Cl. The product is [O:1]=[C:2]1[N:6]([C:19]([O:18][C:15]([CH3:17])([CH3:16])[CH3:14])=[O:20])[CH:5]([C:7]([O:9][C:10]([CH3:13])([CH3:12])[CH3:11])=[O:8])[CH2:4][CH2:3]1. The yield is 0.920. (6) The reactants are [OH:1][CH2:2][C:3]12[CH2:10][CH2:9][C:6]([C:11]3[NH:19][C:18]4[C:17](=[O:20])[N:16]([CH2:21][CH2:22][CH3:23])[C:15](=[O:24])[N:14]([CH2:25][CH2:26][CH3:27])[C:13]=4[N:12]=3)([CH2:7][CH2:8]1)[CH2:5][CH2:4]2.CC(OI1(OC(C)=O)(OC(C)=O)OC(=O)C2C=CC=CC1=2)=O. The catalyst is C(Cl)Cl. The product is [O:24]=[C:15]1[N:14]([CH2:25][CH2:26][CH3:27])[C:13]2[N:12]=[C:11]([C:6]34[CH2:7][CH2:8][C:3]([CH:2]=[O:1])([CH2:10][CH2:9]3)[CH2:4][CH2:5]4)[NH:19][C:18]=2[C:17](=[O:20])[N:16]1[CH2:21][CH2:22][CH3:23]. The yield is 0.620. (7) The reactants are C(O[CH:4](OCC)[CH2:5][O:6][C:7]1[CH:12]=[CH:11][C:10]([C:13]2([C:16]([OH:18])=[O:17])[CH2:15][CH2:14]2)=[CH:9][CH:8]=1)C. The catalyst is C1(C)C(C)=CC=CC=1. The product is [O:6]1[C:7]2[CH:12]=[CH:11][C:10]([C:13]3([C:16]([OH:18])=[O:17])[CH2:15][CH2:14]3)=[CH:9][C:8]=2[CH:4]=[CH:5]1. The yield is 0.0500.